The task is: Predict the product of the given reaction.. This data is from Forward reaction prediction with 1.9M reactions from USPTO patents (1976-2016). (1) Given the reactants [OH:1][CH2:2][CH:3]([CH2:5][OH:6])[OH:4].[C:7]1(=[O:14])[O:13][C:11](=[O:12])[CH2:10][C:8]1=[CH2:9], predict the reaction product. The product is: [C:7]([OH:13])(=[O:14])[C:8]([CH2:10][C:11]([OH:1])=[O:12])=[CH2:9].[C:7]([OH:13])(=[O:14])[C:8]([CH2:10][C:11]([OH:1])=[O:12])=[CH2:9].[OH:1][CH2:2][CH:3]([CH2:5][OH:6])[OH:4]. (2) Given the reactants [OH:1][C@H:2]1[CH2:7][CH2:6][C@H:5]([NH:8][C:9](=[O:15])[O:10][C:11]([CH3:14])([CH3:13])[CH3:12])[CH2:4][CH2:3]1.C1C=C[NH+]=CC=1.[O-][Cr](Cl)(=O)=O, predict the reaction product. The product is: [O:1]=[C:2]1[CH2:3][CH2:4][CH:5]([NH:8][C:9](=[O:15])[O:10][C:11]([CH3:13])([CH3:12])[CH3:14])[CH2:6][CH2:7]1. (3) Given the reactants [OH:1][C:2]([CH3:29])([CH3:28])[C:3]#[C:4][C:5]1[CH:27]=[N:26][C:8]2[N:9](COCC[Si](C)(C)C)[C:10]3[CH:15]=[N:14][C:13]([C:16]#[N:17])=[CH:12][C:11]=3[C:7]=2[CH:6]=1.CCCC[N+](CCCC)(CCCC)CCCC.[F-], predict the reaction product. The product is: [OH:1][C:2]([CH3:29])([CH3:28])[C:3]#[C:4][C:5]1[CH:27]=[N:26][C:8]2[NH:9][C:10]3[CH:15]=[N:14][C:13]([C:16]#[N:17])=[CH:12][C:11]=3[C:7]=2[CH:6]=1. (4) Given the reactants [N:1]1[CH:6]=[CH:5][CH:4]=[C:3]([OH:7])[CH:2]=1.[H-].[Na+].Cl[C:11]1[C:12]2[N:20]=[C:19]([Cl:21])[CH:18]=[CH:17][C:13]=2[N:14]=[CH:15][N:16]=1, predict the reaction product. The product is: [Cl:21][C:19]1[CH:18]=[CH:17][C:13]2[N:14]=[CH:15][N:16]=[C:11]([O:7][C:3]3[CH:2]=[N:1][CH:6]=[CH:5][CH:4]=3)[C:12]=2[N:20]=1. (5) Given the reactants [Br:1][C:2]1[CH:3]=[C:4]([C:16]([NH:18][CH2:19][C:20]2[C:21](=[O:29])[NH:22][C:23]([CH3:28])=[CH:24][C:25]=2[CH2:26]O)=[O:17])[C:5]2[CH:6]=[N:7][N:8]([CH:11]3[CH2:15][CH2:14][CH2:13][CH2:12]3)[C:9]=2[CH:10]=1.C1(P(C2C=CC=CC=2)C2C=CC=CC=2)C=CC=CC=1.C(Br)(Br)(Br)[Br:50], predict the reaction product. The product is: [Br:1][C:2]1[CH:3]=[C:4]([C:16]([NH:18][CH2:19][C:20]2[C:21](=[O:29])[NH:22][C:23]([CH3:28])=[CH:24][C:25]=2[CH2:26][Br:50])=[O:17])[C:5]2[CH:6]=[N:7][N:8]([CH:11]3[CH2:15][CH2:14][CH2:13][CH2:12]3)[C:9]=2[CH:10]=1. (6) Given the reactants [F:1][C:2]1[CH:7]=[CH:6][CH:5]=[CH:4][C:3]=1[CH:8]1[CH2:13][CH2:12][CH2:11][N:10]([C:14]([C:16]2[CH:21]=[CH:20][N:19]=[C:18]([N:22]([CH3:24])[CH3:23])[CH:17]=2)=[O:15])[CH2:9]1.Cl.[Cl:26]C1C=CC(C2CCCNC2)=C(F)C=1.Cl.CN(C)C1C=C(C=CN=1)C(O)=O, predict the reaction product. The product is: [Cl:26][C:6]1[CH:5]=[CH:4][C:3]([CH:8]2[CH2:13][CH2:12][CH2:11][N:10]([C:14]([C:16]3[CH:21]=[CH:20][N:19]=[C:18]([N:22]([CH3:24])[CH3:23])[CH:17]=3)=[O:15])[CH2:9]2)=[C:2]([F:1])[CH:7]=1. (7) Given the reactants [Br:1]Br.[F:3][C:4]1[CH:5]=[C:6]([C:10]2[CH:15]=[CH:14][C:13]([OH:16])=[CH:12][CH:11]=2)[CH:7]=[CH:8][CH:9]=1, predict the reaction product. The product is: [Br:1][C:12]1[CH:11]=[C:10]([C:6]2[CH:7]=[CH:8][CH:9]=[C:4]([F:3])[CH:5]=2)[CH:15]=[CH:14][C:13]=1[OH:16].